This data is from Full USPTO retrosynthesis dataset with 1.9M reactions from patents (1976-2016). The task is: Predict the reactants needed to synthesize the given product. (1) Given the product [Cl:1][C:2]1[CH:7]=[C:6]([NH:8][CH:9]2[CH2:13][CH2:12][CH2:11][CH2:10]2)[N:5]2[N:14]=[C:15]([C:26]3[CH:31]=[CH:30][C:29]([O:32][CH3:33])=[CH:28][CH:27]=3)[C:16]([C:17]3[CH:22]=[CH:21][N:20]=[C:19]([NH:43][CH:40]4[CH2:42][CH2:41]4)[N:18]=3)=[C:4]2[CH:3]=1, predict the reactants needed to synthesize it. The reactants are: [Cl:1][C:2]1[CH:7]=[C:6]([NH:8][CH:9]2[CH2:13][CH2:12][CH2:11][CH2:10]2)[N:5]2[N:14]=[C:15]([C:26]3[CH:31]=[CH:30][C:29]([O:32][CH3:33])=[CH:28][CH:27]=3)[C:16]([C:17]3[CH:22]=[CH:21][N:20]=[C:19](S(C)=O)[N:18]=3)=[C:4]2[CH:3]=1.C(OCC)(=O)C.[CH:40]1([NH2:43])[CH2:42][CH2:41]1. (2) Given the product [CH3:1][O:2][C:3]1[CH:8]=[CH:7][C:6]([O:9][CH3:10])=[CH:5][C:4]=1[C:11]1[N:15]([CH2:16][C:17]([NH:32][C:31]2[CH:33]=[C:27]([CH:24]([CH3:25])[CH3:26])[CH:28]=[CH:29][C:30]=2[CH3:34])=[O:18])[C:14]2[CH:20]=[CH:21][CH:22]=[CH:23][C:13]=2[N:12]=1, predict the reactants needed to synthesize it. The reactants are: [CH3:1][O:2][C:3]1[CH:8]=[CH:7][C:6]([O:9][CH3:10])=[CH:5][C:4]=1[C:11]1[N:15]([CH2:16][C:17](O)=[O:18])[C:14]2[CH:20]=[CH:21][CH:22]=[CH:23][C:13]=2[N:12]=1.[CH:24]([C:27]1[CH:28]=[CH:29][C:30]([CH3:34])=[C:31]([CH:33]=1)[NH2:32])([CH3:26])[CH3:25].CN(C(ON1N=NC2C=CC=NC1=2)=[N+](C)C)C.F[P-](F)(F)(F)(F)F. (3) Given the product [N:1]1[CH:6]=[CH:5][C:4]([C:7]2[CH:17]=[C:16]([C:18]([F:20])([F:21])[F:19])[CH:15]=[CH:14][C:8]=2[CH2:9][OH:10])=[CH:3][N:2]=1, predict the reactants needed to synthesize it. The reactants are: [N:1]1[CH:6]=[CH:5][C:4]([C:7]2[CH:17]=[C:16]([C:18]([F:21])([F:20])[F:19])[CH:15]=[CH:14][C:8]=2[C:9](OCC)=[O:10])=[CH:3][N:2]=1.[H-].[Al+3].[Li+].[H-].[H-].[H-]. (4) Given the product [C:37]([CH2:38][CH2:39][CH:26]([C:13]1[N:9]2[CH:10]=[CH:11][N:12]=[C:7]([NH:6][CH2:5][C:4]3[CH:31]=[CH:32][C:33]([O:35][CH3:36])=[CH:34][C:3]=3[O:2][CH3:1])[C:8]2=[C:15]([C:16]2[CH:17]=[CH:18][C:19]([C:20]([O:22][CH3:23])=[O:21])=[CH:24][CH:25]=2)[N:14]=1)[C:27]([O:29][CH3:30])=[O:28])#[N:40], predict the reactants needed to synthesize it. The reactants are: [CH3:1][O:2][C:3]1[CH:34]=[C:33]([O:35][CH3:36])[CH:32]=[CH:31][C:4]=1[CH2:5][NH:6][C:7]1[C:8]2[N:9]([C:13]([CH2:26][C:27]([O:29][CH3:30])=[O:28])=[N:14][C:15]=2[C:16]2[CH:25]=[CH:24][C:19]([C:20]([O:22][CH3:23])=[O:21])=[CH:18][CH:17]=2)[CH:10]=[CH:11][N:12]=1.[C:37](#[N:40])[CH:38]=[CH2:39].CC([O-])(C)C.[K+].CCOC(C)=O. (5) Given the product [CH2:3]([N:10]1[CH2:15][CH2:14][CH2:13][CH2:12][CH:11]1[N:16]([CH2:17][CH3:18])[C:39](=[O:41])[CH2:38][C:35]1[CH:34]=[CH:33][C:32]([S:29]([CH3:28])(=[O:30])=[O:31])=[CH:37][CH:36]=1)[C:4]1[CH:9]=[CH:8][CH:7]=[CH:6][CH:5]=1, predict the reactants needed to synthesize it. The reactants are: Cl.Cl.[CH2:3]([N:10]1[CH2:15][CH2:14][CH2:13][CH2:12][CH:11]1[NH:16][CH2:17][CH3:18])[C:4]1[CH:9]=[CH:8][CH:7]=[CH:6][CH:5]=1.C(N(CC)C(C)C)(C)C.[CH3:28][S:29]([C:32]1[CH:37]=[CH:36][C:35]([CH2:38][C:39]([OH:41])=O)=[CH:34][CH:33]=1)(=[O:31])=[O:30].C1(N=C=NC2CCCCC2)CCCCC1. (6) Given the product [C:4]([O:6][O:10][CH2:9][CH2:8][OH:11])(=[O:5])[CH3:3].[Na:1], predict the reactants needed to synthesize it. The reactants are: [Na:1].Cl[CH2:3][C:4]([O-:6])=[O:5].[Na+].[CH2:8]([OH:11])[CH2:9][OH:10]. (7) Given the product [NH2:2][CH:3]([C:9]1[CH:14]=[CH:13][CH:12]=[CH:11][N:10]=1)[C:4]([O:6][CH2:7][CH3:8])=[O:5], predict the reactants needed to synthesize it. The reactants are: O/[N:2]=[C:3](/[C:9]1[CH:14]=[CH:13][CH:12]=[CH:11][N:10]=1)\[C:4]([O:6][CH2:7][CH3:8])=[O:5].